Dataset: Reaction yield outcomes from USPTO patents with 853,638 reactions. Task: Predict the reaction yield, written as a fraction of the theoretical maximum amount of product (1.0 means a 100% yield; for example, 0.34 means a 34% yield). (1) The reactants are [NH2:1][CH:2]1[CH2:8][CH2:7][CH2:6][CH2:5][N:4]([CH2:9][C:10]([OH:12])=[O:11])[C:3]1=[O:13].C(=O)([O-])O.[Na+].[CH:19]1[C:31]2[CH:30]([CH2:32][O:33][C:34](ON3C(=O)CCC3=O)=[O:35])[C:29]3[C:24](=[CH:25][CH:26]=[CH:27][CH:28]=3)[C:23]=2[CH:22]=[CH:21][CH:20]=1.CCOCC. The catalyst is O.O1CCCC1. The product is [CH:19]1[C:31]2[CH:30]([CH2:32][O:33][C:34]([NH:1][CH:2]3[CH2:8][CH2:7][CH2:6][CH2:5][N:4]([CH2:9][C:10]([OH:12])=[O:11])[C:3]3=[O:13])=[O:35])[C:29]3[C:24](=[CH:25][CH:26]=[CH:27][CH:28]=3)[C:23]=2[CH:22]=[CH:21][CH:20]=1. The yield is 0.980. (2) The reactants are Cl.C[N:3]1[CH2:8][CH2:7][N:6]([C:9]2[CH:10]=[CH:11][CH:12]=[C:13]3[C:18]=2[N:17]=[CH:16][C:15]([S:19]([C:22]2[CH:27]=[CH:26][CH:25]=[CH:24][CH:23]=2)(=[O:21])=[O:20])=[CH:14]3)[CH2:5][CH2:4]1.[Cl:28]C(OC(Cl)C)=O.C(N(CC)C(C)C)(C)C. The catalyst is ClCCCl. The product is [ClH:28].[C:22]1([S:19]([C:15]2[CH:16]=[N:17][C:18]3[C:13]([CH:14]=2)=[CH:12][CH:11]=[CH:10][C:9]=3[N:6]2[CH2:7][CH2:8][NH:3][CH2:4][CH2:5]2)(=[O:21])=[O:20])[CH:23]=[CH:24][CH:25]=[CH:26][CH:27]=1. The yield is 0.510.